From a dataset of Full USPTO retrosynthesis dataset with 1.9M reactions from patents (1976-2016). Predict the reactants needed to synthesize the given product. (1) Given the product [CH3:1][O:2][C:3]([C:5]1[C:6]2[CH:7]=[N:8][N:9]([CH2:14][CH2:15][CH2:16][CH3:17])[C:10]=2[CH:11]=[CH:12][CH:13]=1)=[O:4], predict the reactants needed to synthesize it. The reactants are: [CH3:1][O:2][C:3]([C:5]1[C:6]2[CH:7]=[N:8][NH:9][C:10]=2[CH:11]=[CH:12][CH:13]=1)=[O:4].[CH2:14](I)[CH2:15][CH2:16][CH3:17]. (2) Given the product [N:11]1([C:14]2[CH:19]=[CH:18][C:17]([NH:20][C:21]([C:23]3[O:24][C:25]4[C:30]([C:31](=[O:33])[CH:32]=3)=[CH:29][CH:28]=[CH:27][C:26]=4[N:34]3[CH2:35][CH2:36][N:37]([CH3:40])[CH2:38][CH2:39]3)=[O:22])=[CH:16][CH:15]=2)[CH2:12][CH2:13][NH:8][CH2:9][CH2:10]1, predict the reactants needed to synthesize it. The reactants are: C(OC([N:8]1[CH2:13][CH2:12][N:11]([C:14]2[CH:19]=[CH:18][C:17]([NH:20][C:21]([C:23]3[O:24][C:25]4[C:30]([C:31](=[O:33])[CH:32]=3)=[CH:29][CH:28]=[CH:27][C:26]=4[N:34]3[CH2:39][CH2:38][N:37]([CH3:40])[CH2:36][CH2:35]3)=[O:22])=[CH:16][CH:15]=2)[CH2:10][CH2:9]1)=O)(C)(C)C. (3) Given the product [CH3:43][O:41][C:2]1[CH:3]=[CH:4][C:5]2[N:6]([C:8]([C:35]3[CH:40]=[CH:39][CH:38]=[CH:37][CH:36]=3)=[C:9]([C:11]3[CH:16]=[CH:15][C:14]([CH2:17][N:18]4[CH2:23][CH2:22][CH:21]([C:24]5[N:28]=[C:27]([C:29]6[CH:34]=[CH:33][CH:32]=[CH:31][N:30]=6)[NH:26][N:25]=5)[CH2:20][CH2:19]4)=[CH:13][CH:12]=3)[N:10]=2)[N:7]=1, predict the reactants needed to synthesize it. The reactants are: Cl[C:2]1[CH:3]=[CH:4][C:5]2[N:6]([C:8]([C:35]3[CH:40]=[CH:39][CH:38]=[CH:37][CH:36]=3)=[C:9]([C:11]3[CH:16]=[CH:15][C:14]([CH2:17][N:18]4[CH2:23][CH2:22][CH:21]([C:24]5[N:28]=[C:27]([C:29]6[CH:34]=[CH:33][CH:32]=[CH:31][N:30]=6)[NH:26][N:25]=5)[CH2:20][CH2:19]4)=[CH:13][CH:12]=3)[N:10]=2)[N:7]=1.[O:41]([CH3:43])[Na]. (4) Given the product [O:1]([C:8]1[CH:16]=[CH:15][CH:14]=[C:13]2[C:9]=1[C:10]([C:18]1[CH:23]=[CH:22][CH:21]=[CH:20][CH:19]=1)=[N:11][NH:12]2)[C:2]1[CH:7]=[CH:6][CH:5]=[CH:4][CH:3]=1, predict the reactants needed to synthesize it. The reactants are: [O:1]([C:8]1[CH:16]=[CH:15][CH:14]=[C:13]2[C:9]=1[C:10](I)=[N:11][NH:12]2)[C:2]1[CH:7]=[CH:6][CH:5]=[CH:4][CH:3]=1.[C:18]1(B(O)O)[CH:23]=[CH:22][CH:21]=[CH:20][CH:19]=1. (5) Given the product [Br:1][C:2]1[CH:3]=[CH:4][C:5]([CH:8]([CH2:9][CH2:10][O:11][CH3:16])[CH3:12])=[CH:6][CH:7]=1, predict the reactants needed to synthesize it. The reactants are: [Br:1][C:2]1[CH:7]=[CH:6][C:5]([CH:8]([CH3:12])[CH2:9][CH2:10][OH:11])=[CH:4][CH:3]=1.[H-].[Na+].I[CH3:16]. (6) Given the product [CH3:11][N:10]1[C:6]([C:15]([C:17]2[CH:22]=[CH:21][N:20]=[N:19][CH:18]=2)=[O:16])=[CH:7][N:8]=[CH:9]1.[CH3:11][N:10]1[CH:6]=[CH:7][N:8]=[CH:9]1, predict the reactants needed to synthesize it. The reactants are: C([Mg]Br)C.Br[C:6]1[N:10]([CH3:11])[CH:9]=[N:8][CH:7]=1.CON(C)[C:15]([C:17]1[CH:22]=[CH:21][N:20]=[N:19][CH:18]=1)=[O:16]. (7) The reactants are: [NH2:1][C:2]1[CH:49]=[C:48]([N:50]([CH2:52][CH2:53][N:54]([CH3:56])[CH3:55])[CH3:51])[CH:47]=[CH:46][C:3]=1[C:4]([NH:6][C:7]1[C:15]2[C:10](=[CH:11][CH:12]=[C:13]([S:16]([C:19]3[CH:24]=[C:23]([F:25])[CH:22]=[C:21]([F:26])[CH:20]=3)(=[O:18])=[O:17])[CH:14]=2)[N:9](C(C2C=CC=CC=2)(C2C=CC=CC=2)C2C=CC=CC=2)[N:8]=1)=[O:5].[O:57]1[CH2:62][CH2:61][C:60](=O)[CH2:59][CH2:58]1.FC(F)(F)C(O)=O.C(O[BH-](OC(=O)C)OC(=O)C)(=O)C.C[N+](C)(C)C. Given the product [F:25][C:23]1[CH:24]=[C:19]([S:16]([C:13]2[CH:14]=[C:15]3[C:10](=[CH:11][CH:12]=2)[NH:9][N:8]=[C:7]3[NH:6][C:4](=[O:5])[C:3]2[CH:46]=[CH:47][C:48]([N:50]([CH2:52][CH2:53][N:54]([CH3:55])[CH3:56])[CH3:51])=[CH:49][C:2]=2[NH:1][CH:60]2[CH2:61][CH2:62][O:57][CH2:58][CH2:59]2)(=[O:18])=[O:17])[CH:20]=[C:21]([F:26])[CH:22]=1, predict the reactants needed to synthesize it.